This data is from Forward reaction prediction with 1.9M reactions from USPTO patents (1976-2016). The task is: Predict the product of the given reaction. (1) Given the reactants [Br-].[Cl:2][C:3]1[CH:28]=[CH:27][CH:26]=[C:25]([Cl:29])[C:4]=1[CH2:5][P+](C1C=CC=CC=1)(C1C=CC=CC=1)C1C=CC=CC=1.CC(C)([O-])C.[K+].[CH:36]1([O:41][C:42]2[CH:43]=[C:44]([CH:47]=[CH:48][C:49]=2[O:50][CH3:51])[CH:45]=O)[CH2:40][CH2:39][CH2:38][CH2:37]1, predict the reaction product. The product is: [CH:36]1([O:41][C:42]2[CH:43]=[C:44](/[CH:45]=[CH:5]/[C:4]3[C:25]([Cl:29])=[CH:26][CH:27]=[CH:28][C:3]=3[Cl:2])[CH:47]=[CH:48][C:49]=2[O:50][CH3:51])[CH2:37][CH2:38][CH2:39][CH2:40]1. (2) The product is: [F:19][C:10]1[C:11]([C:15]([F:16])([F:17])[F:18])=[CH:12][CH:13]=[CH:14][C:9]=1[CH:6]1[CH2:7][CH2:8][N:3]([CH2:1][CH3:2])[CH2:4][CH2:5]1. Given the reactants [CH2:1]([N:3]1[CH2:8][CH:7]=[C:6]([C:9]2[CH:14]=[CH:13][CH:12]=[C:11]([C:15]([F:18])([F:17])[F:16])[C:10]=2[F:19])[CH2:5][CH2:4]1)[CH3:2].Cl, predict the reaction product.